Dataset: Forward reaction prediction with 1.9M reactions from USPTO patents (1976-2016). Task: Predict the product of the given reaction. (1) The product is: [Cl:1][C:2]1[CH:7]=[CH:6][C:5]([CH:8]([C:38]2[CH:39]=[CH:40][C:41]([Cl:44])=[CH:42][CH:43]=2)[C:9]2[CH:10]=[C:11]3[C:16](=[CH:17][CH:18]=2)[N:15]=[CH:14][N:13]=[C:12]3[NH:19][CH:20]2[CH2:21][CH2:22][N:23]([S:26]([C:29]3[CH:37]=[CH:36][C:32]([C:33]([NH:34][C:45](=[O:53])[O:46][CH2:47][CH2:48][CH2:49][CH2:50][CH2:51][CH3:52])=[NH:35])=[CH:31][CH:30]=3)(=[O:27])=[O:28])[CH2:24][CH2:25]2)=[CH:4][CH:3]=1. Given the reactants [Cl:1][C:2]1[CH:7]=[CH:6][C:5]([CH:8]([C:38]2[CH:43]=[CH:42][C:41]([Cl:44])=[CH:40][CH:39]=2)[C:9]2[CH:10]=[C:11]3[C:16](=[CH:17][CH:18]=2)[N:15]=[CH:14][N:13]=[C:12]3[NH:19][CH:20]2[CH2:25][CH2:24][N:23]([S:26]([C:29]3[CH:37]=[CH:36][C:32]([C:33](=[NH:35])[NH2:34])=[CH:31][CH:30]=3)(=[O:28])=[O:27])[CH2:22][CH2:21]2)=[CH:4][CH:3]=1.[C:45](Cl)(=[O:53])[O:46][CH2:47][CH2:48][CH2:49][CH2:50][CH2:51][CH3:52], predict the reaction product. (2) Given the reactants [F:1][C:2]1[CH:9]=[C:8](F)[C:7]([N+:11]([O-:13])=[O:12])=[CH:6][C:3]=1[C:4]#[N:5].[OH-].[NH4+:15], predict the reaction product. The product is: [NH2:15][C:8]1[C:7]([N+:11]([O-:13])=[O:12])=[CH:6][C:3]([C:4]#[N:5])=[C:2]([F:1])[CH:9]=1. (3) Given the reactants [OH-:1].[Li+].[OH:3][C:4]1[CH:9]=[CH:8][C:7]([OH:10])=[CH:6][C:5]=1[C:11](=[O:13])[CH3:12].Cl.B(Br)(Br)Br, predict the reaction product. The product is: [OH:10][C:7]1[CH:6]=[C:5]2[C:4](=[CH:9][CH:8]=1)[O:3][C:11]([C:5]1[CH:4]=[CH:9][C:8]([OH:1])=[C:7]([OH:10])[CH:6]=1)=[CH:12][C:11]2=[O:13]. (4) Given the reactants [C:1]([O:5][C:6]([N:8]1[CH2:12][CH:11]([CH2:13][CH3:14])[CH2:10][C@H:9]1[C:15]([OH:17])=[O:16])=[O:7])([CH3:4])([CH3:3])[CH3:2].[CH:18]1[CH:23]=[CH:22][C:21]([CH2:24]Br)=[CH:20][CH:19]=1, predict the reaction product. The product is: [CH2:13]([CH:11]1[CH2:12][N:8]([C:6]([O:5][C:1]([CH3:2])([CH3:3])[CH3:4])=[O:7])[C@H:9]([C:15]([O:17][CH2:24][C:21]2[CH:22]=[CH:23][CH:18]=[CH:19][CH:20]=2)=[O:16])[CH2:10]1)[CH3:14]. (5) Given the reactants [NH2:1][C@@H:2]([CH2:33][CH3:34])[CH2:3][N:4]1[C:8](=[O:9])/[C:7](=[CH:10]/[C:11]2[CH:12]=[C:13]3[C:17](=[CH:18][CH:19]=2)[N:16]([CH2:20][C:21]2[CH:26]=[CH:25][C:24]([Cl:27])=[CH:23][C:22]=2[C:28]([F:31])([F:30])[F:29])[N:15]=[CH:14]3)/[S:6][C:5]1=[O:32].[CH3:35][S:36](Cl)(=[O:38])=[O:37], predict the reaction product. The product is: [Cl:27][C:24]1[CH:25]=[CH:26][C:21]([CH2:20][N:16]2[C:17]3[C:13](=[CH:12][C:11](/[CH:10]=[C:7]4/[C:8](=[O:9])[N:4]([CH2:3][C@@H:2]([NH:1][S:36]([CH3:35])(=[O:38])=[O:37])[CH2:33][CH3:34])[C:5](=[O:32])[S:6]/4)=[CH:19][CH:18]=3)[CH:14]=[N:15]2)=[C:22]([C:28]([F:30])([F:29])[F:31])[CH:23]=1.